From a dataset of Retrosynthesis with 50K atom-mapped reactions and 10 reaction types from USPTO. Predict the reactants needed to synthesize the given product. (1) Given the product N=C(N)Nc1cc(Cl)nc(N)n1, predict the reactants needed to synthesize it. The reactants are: N=C(N)N.Nc1nc(Cl)cc(Cl)n1. (2) Given the product CC(C)Oc1ccc(-c2nc(-c3cccc4c3OCCNC4CCCC(=O)O)no2)cc1C#N, predict the reactants needed to synthesize it. The reactants are: CC(C)Oc1ccc(-c2nc(-c3cccc4c3OCCN(C(=O)OC(C)(C)C)C4CCCC(=O)O)no2)cc1C#N. (3) Given the product O=C(Nc1nccs1)c1c(C(F)(F)F)nc(-c2ccccc2)c(-c2ccccc2)c1O, predict the reactants needed to synthesize it. The reactants are: CCOC(=O)c1c(C(F)(F)F)nc(-c2ccccc2)c(-c2ccccc2)c1O.Nc1nccs1. (4) Given the product OCCOc1ccc(Br)cc1, predict the reactants needed to synthesize it. The reactants are: OCCBr.Oc1ccc(Br)cc1. (5) Given the product CC[N+]1(CC)CCC(OC(=O)[C@](O)(c2ccc(Cl)cc2)[C@@H]2CCC(F)(F)C2)CC1, predict the reactants needed to synthesize it. The reactants are: CCI.CCN1CCC(OC(=O)[C@](O)(c2ccc(Cl)cc2)[C@@H]2CCC(F)(F)C2)CC1. (6) Given the product CCCCCc1ccc(C(=O)Nc2ccc(-c3ccc4c(c3)C(=O)N([C@H](C(=O)O)C(C)C)C4)c(OC)c2)cc1, predict the reactants needed to synthesize it. The reactants are: CCCCCc1ccc(C(=O)Nc2ccc(-c3ccc4c(c3)C(=O)N([C@H](C(=O)OC)C(C)C)C4)c(OC)c2)cc1. (7) Given the product CC(C)C(NS(=O)(=O)c1ccc(-c2ccc(OC(=O)c3cc4ccccc4o3)cc2)cc1)C(=O)OC(C)(C)C, predict the reactants needed to synthesize it. The reactants are: CC(C)C(NS(=O)(=O)c1ccc(-c2ccc(O)cc2)cc1)C(=O)OC(C)(C)C.O=C(O)c1cc2ccccc2o1.